Dataset: Full USPTO retrosynthesis dataset with 1.9M reactions from patents (1976-2016). Task: Predict the reactants needed to synthesize the given product. (1) Given the product [Cl:7][C:8]1[C:13]([C:12]#[N:1])=[N:14][CH:11]=[CH:10][N:9]=1, predict the reactants needed to synthesize it. The reactants are: [NH:1]1CCNCC1.[Cl:7][C:8]1[C:13]([N+:14]([O-])=O)=[CH:12][CH:11]=[CH:10][N:9]=1. (2) Given the product [CH2:1]([NH:8][C:9]([C:11]1[S:15][C:14]([N:16]2[CH2:21][CH2:20][CH2:19][CH:18]([CH2:25][C:26]3[CH:31]=[CH:30][C:29]([CH3:32])=[CH:28][CH:27]=3)[C:17]2=[O:22])=[N:13][C:12]=1[CH3:23])=[O:10])[C:2]1[CH:7]=[CH:6][CH:5]=[CH:4][CH:3]=1, predict the reactants needed to synthesize it. The reactants are: [CH2:1]([NH:8][C:9]([C:11]1[S:15][C:14]([N:16]2[CH2:21][CH2:20][CH2:19][CH2:18][C:17]2=[O:22])=[N:13][C:12]=1[CH3:23])=[O:10])[C:2]1[CH:7]=[CH:6][CH:5]=[CH:4][CH:3]=1.Br[CH2:25][C:26]1[CH:31]=[CH:30][C:29]([CH3:32])=[CH:28][CH:27]=1. (3) Given the product [NH2:1][C:2]1[N:7]=[C:6]([CH3:8])[C:5]([CH2:9][C:10]2[CH:15]=[CH:14][C:13]([CH2:28][C:27]([OH:25])=[O:29])=[CH:12][CH:11]=2)=[C:4]([NH:19][CH2:20][CH2:21][CH2:22][CH2:23][CH3:24])[N:3]=1, predict the reactants needed to synthesize it. The reactants are: [NH2:1][C:2]1[N:7]=[C:6]([CH3:8])[C:5]([CH2:9][C:10]2[CH:15]=[CH:14][C:13](CC#N)=[CH:12][CH:11]=2)=[C:4]([NH:19][CH2:20][CH2:21][CH2:22][CH2:23][CH3:24])[N:3]=1.[OH-:25].[K+].[CH2:27]([OH:29])[CH3:28]. (4) Given the product [Cl:1][C:2]1[CH:3]=[C:4]([N:10]2[C:14]([CH3:15])=[C:13]([CH2:16][C:17]3[CH:18]=[CH:19][C:20]([C:21]([N:29]4[CH2:34][CH2:33][C:32](=[O:35])[CH2:31][CH2:30]4)=[O:22])=[CH:24][CH:25]=3)[C:12]([CH3:26])=[N:11]2)[CH:5]=[CH:6][C:7]=1[C:8]#[N:9], predict the reactants needed to synthesize it. The reactants are: [Cl:1][C:2]1[CH:3]=[C:4]([N:10]2[C:14]([CH3:15])=[C:13]([CH2:16][C:17]3[CH:25]=[CH:24][C:20]([C:21](O)=[O:22])=[CH:19][CH:18]=3)[C:12]([CH3:26])=[N:11]2)[CH:5]=[CH:6][C:7]=1[C:8]#[N:9].O.Cl.[NH:29]1[CH2:34][CH2:33][C:32](=[O:35])[CH2:31][CH2:30]1. (5) Given the product [Cl:1][C:2]1[CH:3]=[C:4]([CH:23]=[CH:24][CH:25]=1)[CH2:5][NH:6][C:7]1[N:22]=[C:10]2[C:11]([O:20][CH3:21])=[CH:12][C:13]([C:15]([OH:17])=[O:16])=[CH:14][N:9]2[N:8]=1, predict the reactants needed to synthesize it. The reactants are: [Cl:1][C:2]1[CH:3]=[C:4]([CH:23]=[CH:24][CH:25]=1)[CH2:5][NH:6][C:7]1[N:22]=[C:10]2[C:11]([O:20][CH3:21])=[CH:12][C:13]([C:15]([O:17]CC)=[O:16])=[CH:14][N:9]2[N:8]=1.[OH-].[Li+].O1CCCC1.Cl. (6) Given the product [CH2:1]([C:3]1[CH:4]=[CH:5][C:6]([C@@H:9]([O:13][C:14]2[CH:15]=[C:16]3[C:20](=[CH:21][CH:22]=2)[N:19]([C:23]2[CH:24]=[CH:25][C:26]([F:29])=[CH:27][CH:28]=2)[N:18]=[CH:17]3)[C@@H:10]([NH:12][C:32](=[O:33])[CH2:31][F:30])[CH3:11])=[CH:7][CH:8]=1)[CH3:2], predict the reactants needed to synthesize it. The reactants are: [CH2:1]([C:3]1[CH:8]=[CH:7][C:6]([C@@H:9]([O:13][C:14]2[CH:15]=[C:16]3[C:20](=[CH:21][CH:22]=2)[N:19]([C:23]2[CH:28]=[CH:27][C:26]([F:29])=[CH:25][CH:24]=2)[N:18]=[CH:17]3)[C@@H:10]([NH2:12])[CH3:11])=[CH:5][CH:4]=1)[CH3:2].[F:30][CH2:31][C:32](Cl)=[O:33].